Dataset: Forward reaction prediction with 1.9M reactions from USPTO patents (1976-2016). Task: Predict the product of the given reaction. (1) Given the reactants [NH:1]1[C:9]2[C:4](=[CH:5][CH:6]=[CH:7][CH:8]=2)[CH:3]=[C:2]1[C:10]1[C:11](=[O:21])[NH:12][N:13]=[C:14]([C:16]2[CH:17]=[N:18][NH:19][CH:20]=2)[CH:15]=1.[Br:22]N1C(=O)CCC1=O, predict the reaction product. The product is: [Br:22][C:3]1[C:4]2[C:9](=[CH:8][CH:7]=[CH:6][CH:5]=2)[NH:1][C:2]=1[C:10]1[C:11](=[O:21])[NH:12][N:13]=[C:14]([C:16]2[CH:20]=[N:19][NH:18][CH:17]=2)[CH:15]=1. (2) Given the reactants [NH2:1][C:2]1[CH:3]=[C:4]2[C:9](=[CH:10][CH:11]=1)[N:8]=[CH:7][C:6]([C:12]#[N:13])=[C:5]2[NH:14][CH:15]1[CH2:21][CH2:20][CH2:19][CH2:18][CH2:17][CH2:16]1.[CH:22]([C:24]1[CH:25]=[C:26]([CH:29]=[CH:30][CH:31]=1)[C:27]#[N:28])=O.[BH3-]C#N.[Na+], predict the reaction product. The product is: [C:27]([C:26]1[CH:25]=[C:24]([CH:31]=[CH:30][CH:29]=1)[CH2:22][NH:1][C:2]1[CH:3]=[C:4]2[C:9](=[CH:10][CH:11]=1)[N:8]=[CH:7][C:6]([C:12]#[N:13])=[C:5]2[NH:14][CH:15]1[CH2:16][CH2:17][CH2:18][CH2:19][CH2:20][CH2:21]1)#[N:28]. (3) Given the reactants [CH3:1][C:2]1[CH:7]=[C:6]([C:8]([O:10][CH3:11])=[O:9])[CH:5]=[CH:4][C:3]=1[C:12]1[C:13](C2C=CC=CC=2)=[CH:14][CH:15]=[CH:16][CH:17]=1.[OH-].[Na+], predict the reaction product. The product is: [CH3:1][C:2]1([C:2]2[CH:7]=[CH:6][CH:5]=[CH:4][CH:3]=2)[CH2:7][C:6]([C:8]([O:10][CH3:11])=[O:9])=[CH:5][CH:4]=[C:3]1[C:12]1[CH:17]=[CH:16][CH:15]=[CH:14][CH:13]=1. (4) Given the reactants COC(=O)CC1CC2C(=CC(OCCNC(OC(C)(C)C)=O)=CC=2)NC1=O.[CH3:28][O:29][C:30](=[O:63])[CH2:31][C:32]1[C:33](=[O:62])[N:34]([CH2:55][C:56]2[CH:61]=[CH:60][CH:59]=[CH:58][CH:57]=2)[C:35]2[C:40]([CH:41]=1)=[CH:39][CH:38]=[C:37]([O:42][CH2:43][CH2:44][CH2:45][CH2:46][NH:47]C(OC(C)(C)C)=O)[CH:36]=2, predict the reaction product. The product is: [CH3:28][O:29][C:30](=[O:63])[CH2:31][C:32]1[C:33](=[O:62])[N:34]([CH2:55][C:56]2[CH:57]=[CH:58][CH:59]=[CH:60][CH:61]=2)[C:35]2[C:40]([CH:41]=1)=[CH:39][CH:38]=[C:37]([O:42][CH2:43][CH2:44][CH2:45][CH2:46][NH2:47])[CH:36]=2. (5) Given the reactants [CH3:1][N:2]1[C:11](=[O:12])[C:10]2[N:9]([CH2:13][CH:14](OS(C)(=O)=O)[CH2:15][CH3:16])[C:8]([Cl:22])=[N:7][C:6]=2[N:5]([CH3:23])[C:3]1=[O:4].N12CCCN=C1CCCCC2, predict the reaction product. The product is: [CH3:1][N:2]1[C:11](=[O:12])[C:10]2[N:9](/[CH:13]=[CH:14]/[CH2:15][CH3:16])[C:8]([Cl:22])=[N:7][C:6]=2[N:5]([CH3:23])[C:3]1=[O:4]. (6) Given the reactants [F:1][C:2]([F:33])([F:32])[C:3]1[CH:4]=[C:5]([C@H:13]([O:15][C@H:16]2[O:24][CH2:23][C@@H:19]3[CH2:20][NH:21][CH2:22][C@H:18]3[C@@H:17]2[C:25]2[CH:30]=[CH:29][CH:28]=[CH:27][C:26]=2[CH3:31])[CH3:14])[CH:6]=[C:7]([C:9]([F:12])([F:11])[F:10])[CH:8]=1.[O:34]1[CH2:38][CH2:37][CH:36]([C:39](O)=[O:40])[CH2:35]1, predict the reaction product. The product is: [F:33][C:2]([F:1])([F:32])[C:3]1[CH:4]=[C:5]([C@H:13]([O:15][C@H:16]2[O:24][CH2:23][C@@H:19]3[CH2:20][N:21]([C:39]([CH:36]4[CH2:37][CH2:38][O:34][CH2:35]4)=[O:40])[CH2:22][C@H:18]3[C@@H:17]2[C:25]2[CH:30]=[CH:29][CH:28]=[CH:27][C:26]=2[CH3:31])[CH3:14])[CH:6]=[C:7]([C:9]([F:10])([F:11])[F:12])[CH:8]=1. (7) The product is: [CH2:1]([O:3][C:4](=[O:38])[CH2:5][N:6]([CH2:7][CH:8]1[CH2:40][CH2:39]1)[C:11]1[C:15]2[CH:16]=[C:17]([CH2:20][O:21][C:22]3[CH:23]=[CH:24][C:25]([C:28]4[CH:33]=[C:32]([F:34])[C:31]([F:35])=[CH:30][C:29]=4[O:36][CH3:37])=[CH:26][CH:27]=3)[CH:18]=[CH:19][C:14]=2[O:13][N:12]=1)[CH3:2]. Given the reactants [CH2:1]([O:3][C:4](=[O:38])[CH2:5][N:6]([C:11]1[C:15]2[CH:16]=[C:17]([CH2:20][O:21][C:22]3[CH:27]=[CH:26][C:25]([C:28]4[CH:33]=[C:32]([F:34])[C:31]([F:35])=[CH:30][C:29]=4[O:36][CH3:37])=[CH:24][CH:23]=3)[CH:18]=[CH:19][C:14]=2[O:13][N:12]=1)[CH2:7][CH2:8]OC)[CH3:2].[CH:39]1(CNC2C3C=C(COC4C=CC(C5C=C(F)C(F)=CC=5OC)=CC=4)C=CC=3ON=2)C[CH2:40]1.CCOC(CBr)=O, predict the reaction product.